The task is: Regression. Given a peptide amino acid sequence and an MHC pseudo amino acid sequence, predict their binding affinity value. This is MHC class II binding data.. This data is from Peptide-MHC class II binding affinity with 134,281 pairs from IEDB. (1) The peptide sequence is YASVEAANASPLQVA. The MHC is HLA-DPA10201-DPB11401 with pseudo-sequence HLA-DPA10201-DPB11401. The binding affinity (normalized) is 0.179. (2) The peptide sequence is AFILDGDNCFPKV. The MHC is DRB1_0401 with pseudo-sequence DRB1_0401. The binding affinity (normalized) is 0.800. (3) The MHC is DRB1_1201 with pseudo-sequence DRB1_1201. The binding affinity (normalized) is 0.262. The peptide sequence is EGKIILVAVHVASGYIE. (4) The peptide sequence is KYDAYVATLSEALRI. The MHC is HLA-DPA10201-DPB10501 with pseudo-sequence HLA-DPA10201-DPB10501. The binding affinity (normalized) is 0.342. (5) The peptide sequence is VSLIAALKGMINLWK. The MHC is DRB1_0401 with pseudo-sequence DRB1_0401. The binding affinity (normalized) is 0.385. (6) The MHC is HLA-DPA10201-DPB11401 with pseudo-sequence HLA-DPA10201-DPB11401. The peptide sequence is VRYTTEGGTKTEAEDVIPEG. The binding affinity (normalized) is 0.138. (7) The peptide sequence is QEDWKSDPSQGGGIK. The MHC is DRB1_0802 with pseudo-sequence DRB1_0802. The binding affinity (normalized) is 0.